From a dataset of Full USPTO retrosynthesis dataset with 1.9M reactions from patents (1976-2016). Predict the reactants needed to synthesize the given product. (1) Given the product [CH2:12]([NH:11][C:9](=[O:10])[CH2:8][N:26]1[CH2:27][CH2:28][N:23]([CH2:22][CH2:21][CH2:20][OH:19])[CH2:24][CH2:25]1)[CH2:13][CH2:14][CH2:15][CH2:16][CH2:17][CH3:18], predict the reactants needed to synthesize it. The reactants are: C(=O)([O-])[O-].[K+].[K+].Br[CH2:8][C:9]([NH:11][CH2:12][CH2:13][CH2:14][CH2:15][CH2:16][CH2:17][CH3:18])=[O:10].[OH:19][CH2:20][CH2:21][CH2:22][N:23]1[CH2:28][CH2:27][NH:26][CH2:25][CH2:24]1. (2) The reactants are: Cl[C:2]1[N:3]=[N:4][C:5]([Cl:21])=[C:6]([NH:8][C:9]2[CH:14]=[CH:13][CH:12]=[CH:11][C:10]=2[S:15]([CH:18]([CH3:20])[CH3:19])(=[O:17])=[O:16])[N:7]=1.[CH3:22][P:23]([C:26]1[N:31]=[C:30]([O:32][CH3:33])[C:29]([NH2:34])=[CH:28][CH:27]=1)([CH3:25])=[O:24].C12(CS(O)(=O)=O)C(C)(C)C(CC1)CC2=O. Given the product [Cl:21][C:5]1[N:4]=[N:3][C:2]([NH:34][C:29]2[C:30]([O:32][CH3:33])=[N:31][C:26]([P:23]([CH3:22])([CH3:25])=[O:24])=[CH:27][CH:28]=2)=[N:7][C:6]=1[NH:8][C:9]1[CH:14]=[CH:13][CH:12]=[CH:11][C:10]=1[S:15]([CH:18]([CH3:20])[CH3:19])(=[O:17])=[O:16], predict the reactants needed to synthesize it. (3) Given the product [NH2:2][C:1](=[N:20][OH:21])[CH:3]1[CH2:4][C:5]2([CH2:7][CH2:8][N:9]([C:12]([O:14][C:15]([CH3:18])([CH3:17])[CH3:16])=[O:13])[CH2:10][CH2:11]2)[CH2:6]1, predict the reactants needed to synthesize it. The reactants are: [C:1]([CH:3]1[CH2:6][C:5]2([CH2:11][CH2:10][N:9]([C:12]([O:14][C:15]([CH3:18])([CH3:17])[CH3:16])=[O:13])[CH2:8][CH2:7]2)[CH2:4]1)#[N:2].Cl.[NH2:20][OH:21].C(N(CC)CC)C. (4) Given the product [Cl:53][C:48]1[CH:49]=[C:50]2[C:45](=[CH:46][CH:47]=1)[CH:44]=[C:43]([S:42][CH2:41][C@@H:37]([NH:36][C:34](=[O:35])[O:33][C:29]([CH3:31])([CH3:30])[CH3:32])[C:38]([N:25]1[CH2:26][CH2:27][CH:22]([N:20]3[CH2:21][C:17]4=[CH:16][N:15]=[C:14]([CH3:13])[N:18]4[C:19]3=[O:28])[CH2:23][CH2:24]1)=[O:39])[CH:52]=[CH:51]2, predict the reactants needed to synthesize it. The reactants are: C1C=CC2N(O)N=NC=2C=1.Cl.Cl.[CH3:13][C:14]1[N:18]2[C:19](=[O:28])[N:20]([CH:22]3[CH2:27][CH2:26][NH:25][CH2:24][CH2:23]3)[CH2:21][C:17]2=[CH:16][N:15]=1.[C:29]([O:33][C:34]([NH:36][C@H:37]([CH2:41][S:42][C:43]1[CH:52]=[CH:51][C:50]2[C:45](=[CH:46][CH:47]=[C:48]([Cl:53])[CH:49]=2)[CH:44]=1)[C:38](O)=[O:39])=[O:35])([CH3:32])([CH3:31])[CH3:30].CCN=C=NCCCN(C)C. (5) The reactants are: [BrH:1].IC(C)CN[C:6]1[C:11](I)=[CH:10][CH:9]=[CH:8][CH:7]=1.N([O-])=O.[Na+].O.O.O.O.O.O.O.O.O.O.C(=O)([O-])[O-].[Na+].[Na+]. Given the product [Br:1][C:6]1[C:7]([CH:6]([CH3:11])[CH3:7])=[CH:8][CH:9]=[CH:10][C:11]=1[CH:9]([CH3:10])[CH3:8], predict the reactants needed to synthesize it. (6) Given the product [CH:16]1([NH:17][C:48]([C:45]2[NH:46][CH:47]=[C:43]([C:41]([C:40]3[C:36]([C:31]4[CH:32]=[CH:33][C:34]([F:35])=[C:29]([F:28])[CH:30]=4)=[N:37][O:38][C:39]=3[CH3:54])=[O:42])[CH:44]=2)=[O:53])[CH2:21][CH2:26][CH2:25][CH2:24]1, predict the reactants needed to synthesize it. The reactants are: C1(CNC(C2NC=C(C(C3[C:16]([C:21]4[CH:26]=[CH:25][C:24](F)=CC=4)=[N:17]OC=3C)=O)C=2)=O)CC1.[F:28][C:29]1[CH:30]=[C:31]([C:36]2[C:40]([C:41]([C:43]3[CH:44]=[C:45]([C:48](=[O:53])C(Cl)(Cl)Cl)[NH:46][CH:47]=3)=[O:42])=[C:39]([CH3:54])[O:38][N:37]=2)[CH:32]=[CH:33][C:34]=1[F:35].C1(N)CCCC1. (7) Given the product [Cl:25][CH2:24][CH2:23][CH2:22][CH:8]([C:5]1[CH:6]=[CH:7][C:2]([F:1])=[CH:3][C:4]=1[C:12]([F:13])([F:14])[F:15])[C:9]([OH:11])=[O:10], predict the reactants needed to synthesize it. The reactants are: [F:1][C:2]1[CH:7]=[CH:6][C:5]([CH2:8][C:9]([OH:11])=[O:10])=[C:4]([C:12]([F:15])([F:14])[F:13])[CH:3]=1.C([Li])CCC.Br[CH2:22][CH2:23][CH2:24][Cl:25].[OH-].[Na+]. (8) Given the product [Cl:6][C:7]1[CH:13]=[CH:12][C:11]([O:14][CH3:15])=[CH:10][C:8]=1[NH:9][C:3](=[O:4])[CH2:2][F:1], predict the reactants needed to synthesize it. The reactants are: [F:1][CH2:2][C:3](Cl)=[O:4].[Cl:6][C:7]1[CH:13]=[CH:12][C:11]([O:14][CH3:15])=[CH:10][C:8]=1[NH2:9].C(N(CC)CC)C.O. (9) Given the product [CH3:1][O:2][C:3]1[CH:8]=[CH:7][C:6]([CH2:9][N:10]2[CH2:15][CH2:14][CH2:13][CH2:12]2)=[CH:5][C:4]=1[C:16]1[C:17]2[O:24][C:23](/[CH:25]=[C:27]3/[C:28](=[O:29])[NH:30][C:31](=[O:32])[S:33]/3)=[CH:22][C:18]=2[CH:19]=[N:20][CH:21]=1, predict the reactants needed to synthesize it. The reactants are: [CH3:1][O:2][C:3]1[CH:8]=[CH:7][C:6]([CH2:9][N:10]2[CH2:15][CH2:14][CH2:13][CH2:12]C2)=[CH:5][C:4]=1[C:16]1[C:17]2[O:24][C:23]([CH:25]=O)=[CH:22][C:18]=2[CH:19]=[N:20][CH:21]=1.[CH2:27]1[S:33][C:31](=[O:32])[NH:30][C:28]1=[O:29].NCCC(O)=O. (10) Given the product [CH2:23]([O:22][CH:19]([CH2:18][O:17][CH2:3][CH2:4][CH2:5][CH2:6][CH2:7][CH2:8][CH2:9][CH2:10][CH2:11][CH2:12][CH2:13][CH2:14][CH2:15][CH3:16])[CH2:20][O:21][CH2:38][CH2:39][O:40][CH:41]1[CH2:46][CH2:45][CH2:44][CH2:43][O:42]1)[CH2:24][CH2:25][CH2:26][CH2:27][CH2:28][CH2:29][CH2:30][CH2:31][CH2:32][CH2:33][CH2:34][CH2:35][CH3:36], predict the reactants needed to synthesize it. The reactants are: [H-].[Na+].[CH2:3]([O:17][CH2:18][C@H:19]([O:22][CH2:23][CH2:24][CH2:25][CH2:26][CH2:27][CH2:28][CH2:29][CH2:30][CH2:31][CH2:32][CH2:33][CH2:34][CH2:35][CH3:36])[CH2:20][OH:21])[CH2:4][CH2:5][CH2:6][CH2:7][CH2:8][CH2:9][CH2:10][CH2:11][CH2:12][CH2:13][CH2:14][CH2:15][CH3:16].Br[CH2:38][CH2:39][O:40][CH:41]1[CH2:46][CH2:45][CH2:44][CH2:43][O:42]1.